The task is: Predict the reaction yield, written as a fraction of the theoretical maximum amount of product (1.0 means a 100% yield; for example, 0.34 means a 34% yield).. This data is from Reaction yield outcomes from USPTO patents with 853,638 reactions. (1) The reactants are [Li]CCCC.[CH3:6][N:7]1[CH:11]=[CH:10][N:9]=[CH:8]1.[NH2:12][C:13]1[CH:21]=[CH:20][C:19]([Cl:22])=[CH:18][C:14]=1[C:15](O)=[O:16].[NH4+].[Cl-]. The catalyst is CCCCCC.CCOCC. The product is [NH2:12][C:13]1[CH:21]=[CH:20][C:19]([Cl:22])=[CH:18][C:14]=1[C:15]([C:8]1[N:7]([CH3:6])[CH:11]=[CH:10][N:9]=1)=[O:16]. The yield is 0.137. (2) The reactants are [Br:1][C:2]1[CH:3]=[C:4]([F:16])[CH:5]=[C:6]2[C:11]=1[N:10]=[C:9]([CH:12]=[CH:13]OC)[CH:8]=[CH:7]2.BrN1C(=O)CCC1=O.[CH3:25][O:26][CH2:27][CH2:28][O:29][C:30]1[CH:35]=[CH:34][N:33]=[C:32]([NH2:36])[CH:31]=1. The catalyst is C1COCC1.O. The product is [Br:1][C:2]1[CH:3]=[C:4]([F:16])[CH:5]=[C:6]2[C:11]=1[N:10]=[C:9]([C:12]1[N:33]3[CH:34]=[CH:35][C:30]([O:29][CH2:28][CH2:27][O:26][CH3:25])=[CH:31][C:32]3=[N:36][CH:13]=1)[CH:8]=[CH:7]2. The yield is 0.560.